Dataset: Full USPTO retrosynthesis dataset with 1.9M reactions from patents (1976-2016). Task: Predict the reactants needed to synthesize the given product. (1) The reactants are: [CH2:1]([C:5]12[CH2:17][CH:16]([I:18])[C:15](=[O:19])[C:14]([CH3:20])=[C:13]1[C:12]1[C:7](=[CH:8][C:9]([O:21]COC)=[CH:10][CH:11]=1)[CH2:6]2)[CH2:2][CH2:3][CH3:4].Cl.C([O-])(O)=O.[Na+]. Given the product [CH2:1]([C:5]12[CH2:17][CH:16]([I:18])[C:15](=[O:19])[C:14]([CH3:20])=[C:13]1[C:12]1[C:7](=[CH:8][C:9]([OH:21])=[CH:10][CH:11]=1)[CH2:6]2)[CH2:2][CH2:3][CH3:4], predict the reactants needed to synthesize it. (2) Given the product [CH2:15]([O:17][C:18]1[CH:23]=[CH:22][CH:21]=[CH:20][C:19]=1[CH2:24][CH2:25][N:1]1[CH:5]=[C:4]([C:6]2[CH:11]=[C:10]([C:12]([NH2:14])=[O:13])[CH:9]=[CH:8][N:7]=2)[N:3]=[CH:2]1)[CH3:16], predict the reactants needed to synthesize it. The reactants are: [NH:1]1[CH:5]=[C:4]([C:6]2[CH:11]=[C:10]([C:12]([NH2:14])=[O:13])[CH:9]=[CH:8][N:7]=2)[N:3]=[CH:2]1.[CH2:15]([O:17][C:18]1[CH:23]=[CH:22][CH:21]=[CH:20][C:19]=1[CH2:24][CH2:25]OS(C)(=O)=O)[CH3:16].C([O-])([O-])=O.[K+].[K+]. (3) Given the product [CH2:1]([N:8]([CH2:21][C:22]1[CH:46]=[CH:45][C:25]([O:26][C:27]2[CH:28]=[CH:29][C:30]([O:31][CH2:32][CH2:33][CH2:34][C:35]([NH:37][CH2:38][C:39]([OH:41])=[O:40])=[O:36])=[CH:43][CH:44]=2)=[CH:24][CH:23]=1)[C:9]1[CH:14]=[CH:13][CH:12]=[C:11]([NH:15][S:16]([CH3:19])(=[O:18])=[O:17])[C:10]=1[CH3:20])[C:2]1[CH:3]=[CH:4][CH:5]=[CH:6][CH:7]=1, predict the reactants needed to synthesize it. The reactants are: [CH2:1]([N:8]([CH2:21][C:22]1[CH:46]=[CH:45][C:25]([O:26][C:27]2[CH:44]=[CH:43][C:30]([O:31][CH2:32][CH2:33][CH2:34][C:35]([NH:37][CH2:38][C:39]([O:41]C)=[O:40])=[O:36])=[CH:29][CH:28]=2)=[CH:24][CH:23]=1)[C:9]1[CH:14]=[CH:13][CH:12]=[C:11]([NH:15][S:16]([CH3:19])(=[O:18])=[O:17])[C:10]=1[CH3:20])[C:2]1[CH:7]=[CH:6][CH:5]=[CH:4][CH:3]=1.[OH-].[Na+].O1CCCC1.Cl. (4) Given the product [N:49]1[N:62]=[C:40]([C:41]2[CH:42]=[CH:43][C:44]([C:15]3[N:16]=[C:17]4[NH:20][C@H:8]([CH2:7][CH:1]5[CH2:2][CH2:3][CH2:4][CH2:5][CH2:6]5)[C:9](=[O:10])[NH:11][C:12]4=[N:13][CH:14]=3)=[CH:45][CH:46]=2)[NH:54][CH:47]=1, predict the reactants needed to synthesize it. The reactants are: [CH:1]1([CH2:7][C@@H:8]([NH:20]C(=O)OC(C)(C)C)[C:9]([NH:11][C:12]2[C:17](Br)=[N:16][C:15](Br)=[CH:14][N:13]=2)=[O:10])[CH2:6][CH2:5][CH2:4][CH2:3][CH2:2]1.C(OC(N[C@H]([CH2:40][CH:41]1[CH2:46][CH2:45][CH2:44][CH2:43][CH2:42]1)C(O)=O)=O)(C)(C)C.[C:47]([N:54]1C=CN=C1)([N:49]1C=CN=C1)=O.BrC1C(N)=[N:62]C=C(Br)N=1.C(N(C(C)C)CC)(C)C. (5) Given the product [CH3:18][O:17][CH:3]([O:2][CH3:1])[CH2:4][N:5]1[C:13]2[C:8](=[CH:9][CH:10]=[C:11]([NH2:14])[CH:12]=2)[CH2:7][NH:6]1, predict the reactants needed to synthesize it. The reactants are: [CH3:1][O:2][CH:3]([O:17][CH3:18])[CH2:4][N:5]1[C:13]2[C:8](=[CH:9][CH:10]=[C:11]([N+:14]([O-])=O)[CH:12]=2)[CH2:7][NH:6]1.[NH4+].[Cl-]. (6) Given the product [Cl:7][C:8]1[C:12]([CH2:13][O:14][C:15]2[CH:20]=[CH:19][C:18]([CH2:21][CH2:22][CH2:23][OH:24])=[C:17]([CH3:28])[C:16]=2[CH3:29])=[C:11]([C:30]2[CH:31]=[CH:32][C:33]([O:36][CH3:37])=[CH:34][CH:35]=2)[S:10][N:9]=1, predict the reactants needed to synthesize it. The reactants are: [H-].[H-].[H-].[H-].[Li+].[Al+3].[Cl:7][C:8]1[C:12]([CH2:13][O:14][C:15]2[CH:20]=[CH:19][C:18]([CH2:21][CH2:22][C:23](OCC)=[O:24])=[C:17]([CH3:28])[C:16]=2[CH3:29])=[C:11]([C:30]2[CH:35]=[CH:34][C:33]([O:36][CH3:37])=[CH:32][CH:31]=2)[S:10][N:9]=1. (7) Given the product [CH2:11]([N:8]1[CH2:9][CH2:10][C:5]2([N:4]([C:23]3[CH:28]=[CH:27][CH:26]=[C:25]([F:29])[CH:24]=3)[C:1](=[O:3])[CH2:2][C:18]2=[O:20])[CH2:6][CH2:7]1)[C:12]1[CH:13]=[CH:14][CH:15]=[CH:16][CH:17]=1, predict the reactants needed to synthesize it. The reactants are: [C:1]([N:4]([C:23]1[CH:28]=[CH:27][CH:26]=[C:25]([F:29])[CH:24]=1)[C:5]1([C:18]([O:20]CC)=O)[CH2:10][CH2:9][N:8]([CH2:11][C:12]2[CH:17]=[CH:16][CH:15]=[CH:14][CH:13]=2)[CH2:7][CH2:6]1)(=[O:3])[CH3:2].C([N-]C(C)C)(C)C.[Li+].O.Cl.